This data is from Reaction yield outcomes from USPTO patents with 853,638 reactions. The task is: Predict the reaction yield, written as a fraction of the theoretical maximum amount of product (1.0 means a 100% yield; for example, 0.34 means a 34% yield). (1) The reactants are Cl.[CH3:2][O:3][C:4]1[CH:5]=[C:6]2[C:11](=[C:12]3[CH2:16][C:15]([CH3:18])([CH3:17])[O:14][C:13]=13)[C:10]([C:19]1[CH:20]=[C:21]([CH:25]=[CH:26][CH:27]=1)[C:22]([OH:24])=O)=[N:9][C:8]([CH3:29])([CH3:28])[CH2:7]2.C(N(C(C)C)C(C)C)C.[NH2:39][C@H:40]1[CH2:43][NH:42][C:41]1=[O:44]. The catalyst is CN(C)C=O. The product is [O:44]=[C:41]1[C@@H:40]([NH:39][C:22](=[O:24])[C:21]2[CH:25]=[CH:26][CH:27]=[C:19]([C:10]3[C:11]4[C:6](=[CH:5][C:4]([O:3][CH3:2])=[C:13]5[O:14][C:15]([CH3:17])([CH3:18])[CH2:16][C:12]5=4)[CH2:7][C:8]([CH3:28])([CH3:29])[N:9]=3)[CH:20]=2)[CH2:43][NH:42]1. The yield is 0.630. (2) The reactants are [F:1][C:2]1([F:30])[CH2:7][CH2:6][N:5]([C:8]([C:10]2[NH:11][C:12]3[C:17]([CH:18]=2)=[CH:16][C:15]([C:19]([N:21]2[CH2:26][CH2:25][N:24]([CH:27]([CH3:29])[CH3:28])[CH2:23][CH2:22]2)=[O:20])=[CH:14][CH:13]=3)=[O:9])[CH2:4][CH2:3]1.[C:31]([C:33]1[CH:38]=[CH:37][C:36](B(O)O)=[CH:35][CH:34]=1)#[N:32].N1C=CC=CC=1. The catalyst is ClCCl.C([O-])(=O)C.[Cu+2].C([O-])(=O)C. The product is [F:30][C:2]1([F:1])[CH2:7][CH2:6][N:5]([C:8]([C:10]2[N:11]([C:36]3[CH:37]=[CH:38][C:33]([C:31]#[N:32])=[CH:34][CH:35]=3)[C:12]3[C:17]([CH:18]=2)=[CH:16][C:15]([C:19]([N:21]2[CH2:22][CH2:23][N:24]([CH:27]([CH3:28])[CH3:29])[CH2:25][CH2:26]2)=[O:20])=[CH:14][CH:13]=3)=[O:9])[CH2:4][CH2:3]1. The yield is 0.520. (3) The reactants are [CH2:1]([O:3][C:4](=[O:11])[CH2:5][C:6](=O)[CH:7](Br)[CH3:8])[CH3:2].[F:12][C:13]([F:24])([F:23])[C:14]1[CH:22]=[CH:21][C:17]([C:18]([NH2:20])=[S:19])=[CH:16][CH:15]=1.O. The catalyst is C(O)C. The product is [CH2:1]([O:3][C:4](=[O:11])[CH2:5][C:6]1[N:20]=[C:18]([C:17]2[CH:16]=[CH:15][C:14]([C:13]([F:23])([F:12])[F:24])=[CH:22][CH:21]=2)[S:19][C:7]=1[CH3:8])[CH3:2]. The yield is 0.610. (4) The product is [CH:17]1([S:20]([NH:1][C@@H:4]2[CH2:8][N:7]([C:9]([O:11][C:12]([CH3:15])([CH3:14])[CH3:13])=[O:10])[C@H:6]([CH3:16])[CH2:5]2)(=[O:22])=[O:21])[CH2:19][CH2:18]1. The reactants are [N:1]([C@@H:4]1[CH2:8][N:7]([C:9]([O:11][C:12]([CH3:15])([CH3:14])[CH3:13])=[O:10])[C@H:6]([CH3:16])[CH2:5]1)=[N+]=[N-].[CH:17]1([S:20](Cl)(=[O:22])=[O:21])[CH2:19][CH2:18]1.C([O-])(O)=O.[Na+]. The yield is 0.480. The catalyst is CCO.[OH-].[OH-].[Pd+2]. (5) The reactants are Cl[CH2:2][C:3]1[CH:35]=[CH:34][C:6]([C:7]([NH:9][C:10]2[CH:15]=[CH:14][C:13]([CH3:16])=[C:12]([NH:17][C:18]3[CH:23]=[C:22]([C:24]([F:27])([F:26])[F:25])[N:21]=[C:20]([C:28]4[CH:33]=[CH:32][N:31]=[CH:30][CH:29]=4)[N:19]=3)[CH:11]=2)=[O:8])=[CH:5][CH:4]=1.[CH3:36][N:37]1[CH2:42][CH2:41][NH:40][CH2:39][CH2:38]1.C(N(CC)C(C)C)(C)C. The catalyst is O1CCCC1. The product is [CH3:36][N:37]1[CH2:42][CH2:41][N:40]([CH2:2][C:3]2[CH:35]=[CH:34][C:6]([C:7]([NH:9][C:10]3[CH:15]=[CH:14][C:13]([CH3:16])=[C:12]([NH:17][C:18]4[CH:23]=[C:22]([C:24]([F:27])([F:26])[F:25])[N:21]=[C:20]([C:28]5[CH:33]=[CH:32][N:31]=[CH:30][CH:29]=5)[N:19]=4)[CH:11]=3)=[O:8])=[CH:5][CH:4]=2)[CH2:39][CH2:38]1. The yield is 0.410. (6) The reactants are C([O:5][C:6](=[O:40])[CH:7]([NH:11][S:12]([C:15]1[CH:20]=[CH:19][C:18]([C:21]2[CH:26]=[CH:25][C:24]([O:27][C:28](=[O:39])[NH:29][C:30]3[C:31]4[CH:38]=[CH:37][CH:36]=[CH:35][C:32]=4[S:33][CH:34]=3)=[CH:23][CH:22]=2)=[CH:17][CH:16]=1)(=[O:14])=[O:13])[CH:8]([CH3:10])[CH3:9])(C)(C)C.C(O)(C(F)(F)F)=O. The catalyst is C(Cl)Cl. The product is [S:33]1[CH:34]=[C:30]([NH:29][C:28]([O:27][C:24]2[CH:25]=[CH:26][C:21]([C:18]3[CH:17]=[CH:16][C:15]([S:12]([NH:11][CH:7]([CH:8]([CH3:9])[CH3:10])[C:6]([OH:40])=[O:5])(=[O:14])=[O:13])=[CH:20][CH:19]=3)=[CH:22][CH:23]=2)=[O:39])[C:31]2[CH:38]=[CH:37][CH:36]=[CH:35][C:32]1=2. The yield is 0.660.